Dataset: Full USPTO retrosynthesis dataset with 1.9M reactions from patents (1976-2016). Task: Predict the reactants needed to synthesize the given product. (1) Given the product [OH:17][CH2:16][CH2:15][NH:14][CH2:13][CH:11]([C:4]1[CH:5]=[CH:6][C:7]([N+:8]([O-:10])=[O:9])=[C:2]([CH3:1])[CH:3]=1)[OH:12], predict the reactants needed to synthesize it. The reactants are: [CH3:1][C:2]1[CH:3]=[C:4]([CH:11]2[CH2:13][O:12]2)[CH:5]=[CH:6][C:7]=1[N+:8]([O-:10])=[O:9].[NH2:14][CH2:15][CH2:16][OH:17].CCOC(C)=O.C1COCC1. (2) Given the product [NH:31]1[CH:32]=[C:28]([C:12]2[C:13]3[C:14](=[N:15][CH:16]=[C:17]([C:19]4[CH:20]=[CH:21][C:22]([N:25]([CH3:27])[CH3:26])=[CH:23][CH:24]=4)[CH:18]=3)[NH:10][CH:11]=2)[N:29]=[CH:30]1, predict the reactants needed to synthesize it. The reactants are: C1(S([N:10]2[C:14]3=[N:15][CH:16]=[C:17]([C:19]4[CH:24]=[CH:23][C:22]([N:25]([CH3:27])[CH3:26])=[CH:21][CH:20]=4)[CH:18]=[C:13]3[C:12]([C:28]3[N:29]=[CH:30][NH:31][CH:32]=3)=[CH:11]2)(=O)=O)C=CC=CC=1.[OH-].[Na+]. (3) Given the product [N+:1]([C:4]1[CH:5]=[CH:6][C:7]([S:10]([N:13]=[C:17]2[CH2:16][CH2:21][CH2:20][CH2:32][I:24]2[C:25]2[CH:30]=[CH:29][CH:28]=[CH:27][CH:26]=2)(=[O:11])=[O:12])=[CH:8][CH:9]=1)([O-:3])=[O:2], predict the reactants needed to synthesize it. The reactants are: [N+:1]([C:4]1[CH:9]=[CH:8][C:7]([S:10]([NH-:13])(=[O:12])=[O:11])=[CH:6][CH:5]=1)([O-:3])=[O:2].[OH-].[K+].[C:16](O)(=O)[CH3:17].[C:20](O)(=O)[CH3:21].[I:24][C:25]1[CH:30]=[CH:29][CH:28]=[CH:27][CH:26]=1.O.[CH3:32]O. (4) Given the product [CH2:21]([S:25]([C:28]1[S:32][C:31]([N:33]2[CH2:38][CH2:37][N:36]([C:9]([C:8]3[CH:12]=[C:13]([S:16]([CH3:19])(=[O:18])=[O:17])[CH:14]=[CH:15][C:7]=3[O:6][CH:1]3[CH2:2][CH2:3][CH2:4][CH2:5]3)=[O:11])[CH2:35][CH2:34]2)=[N:30][CH:29]=1)(=[O:27])=[O:26])[CH2:22][CH2:23][CH3:24], predict the reactants needed to synthesize it. The reactants are: [CH:1]1([O:6][C:7]2[CH:15]=[CH:14][C:13]([S:16]([CH3:19])(=[O:18])=[O:17])=[CH:12][C:8]=2[C:9]([OH:11])=O)[CH2:5][CH2:4][CH2:3][CH2:2]1.Cl.[CH2:21]([S:25]([C:28]1[S:32][C:31]([N:33]2[CH2:38][CH2:37][NH:36][CH2:35][CH2:34]2)=[N:30][CH:29]=1)(=[O:27])=[O:26])[CH2:22][CH2:23][CH3:24].